Dataset: Reaction yield outcomes from USPTO patents with 853,638 reactions. Task: Predict the reaction yield, written as a fraction of the theoretical maximum amount of product (1.0 means a 100% yield; for example, 0.34 means a 34% yield). (1) The yield is 0.230. The product is [CH3:15][C:16]1[CH:21]=[C:20]([CH3:22])[N:19]=[C:18]2[S:23][N:24]([CH2:27][C:28]([N:29]3[CH2:30][CH2:31][N:32]([C:11](=[O:13])[CH2:10][NH:9][C:8]([NH:7][C:1]4[CH:2]=[CH:3][CH:4]=[CH:5][CH:6]=4)=[O:14])[CH2:33][CH2:34]3)=[O:35])[C:25](=[O:26])[C:17]=12. The reactants are [C:1]1([NH:7][C:8](=[O:14])[NH:9][CH2:10][C:11]([OH:13])=O)[CH:6]=[CH:5][CH:4]=[CH:3][CH:2]=1.[CH3:15][C:16]1[CH:21]=[C:20]([CH3:22])[N:19]=[C:18]2[S:23][N:24]([CH2:27][C:28](=[O:35])[N:29]3[CH2:34][CH2:33][NH:32][CH2:31][CH2:30]3)[C:25](=[O:26])[C:17]=12.C(Cl)CCl.CCN(C(C)C)C(C)C. The catalyst is CN(C=O)C.CN(C1C=CN=CC=1)C.CO.O. (2) The reactants are [CH2:1]1[C:9]2[C:4](=[CH:5][CH:6]=[CH:7][CH:8]=2)[CH2:3][CH:2]1[NH:10][C:11]1[N:12]=[CH:13][C:14]2[CH2:20][N:19]([C:21]([C:23]3[CH:27]=[CH:26][NH:25][CH:24]=3)=[O:22])[CH2:18][CH2:17][C:15]=2[N:16]=1.C[Si]([N-][Si](C)(C)C)(C)C.[Na+].Br[CH2:39][C:40]#[C:41][Si](C)(C)C. The product is [CH2:1]1[C:9]2[C:4](=[CH:5][CH:6]=[CH:7][CH:8]=2)[CH2:3][CH:2]1[NH:10][C:11]1[N:12]=[CH:13][C:14]2[CH2:20][N:19]([C:21]([C:23]3[CH:27]=[CH:26][N:25]([CH2:41][C:40]#[CH:39])[CH:24]=3)=[O:22])[CH2:18][CH2:17][C:15]=2[N:16]=1. The catalyst is CN(C)C=O. The yield is 0.250. (3) The reactants are [N+:1]([C:4]1[CH:9]=[CH:8][C:7]([OH:10])=[CH:6][CH:5]=1)([O-:3])=[O:2].[CH3:11][O:12][CH2:13][CH2:14]Br.C([O-])([O-])=O.[K+].[K+]. The catalyst is CN(C=O)C. The product is [CH3:11][O:12][CH2:13][CH2:14][O:10][C:7]1[CH:8]=[CH:9][C:4]([N+:1]([O-:3])=[O:2])=[CH:5][CH:6]=1. The yield is 1.00. (4) The product is [C:18]([C:2]1[CH:14]=[C:13]([CH:15]=[CH2:16])[CH:12]=[CH:11][C:3]=1[C:4]([O:6][C:7]([CH3:10])([CH3:9])[CH3:8])=[O:5])#[N:19]. The yield is 0.720. The reactants are Br[C:2]1[CH:14]=[C:13]([CH:15]=[CH2:16])[CH:12]=[CH:11][C:3]=1[C:4]([O:6][C:7]([CH3:10])([CH3:9])[CH3:8])=[O:5].[Cu][C:18]#[N:19]. The catalyst is CN(C=O)C.O. (5) The reactants are [S:1]1[CH:5]=[CH:4][N:3]=[C:2]1[C:6]1[CH:7]=[N:8][CH:9]=[CH:10][CH:11]=1.[Br-].[N:13]1[CH:18]=[CH:17][CH:16]=[CH:15][CH:14]=1.F[B-](F)(F)F.C1([PH+](C2CCCCC2)C2CCCCC2)CCCCC1.[C:43]([OH:49])(=O)C(C)(C)C.C(=O)([O-])[O-].[K+].[K+].C[C:57]([N:59](C)C)=O. The catalyst is ClCCl.C([O-])(=O)C.[Pd+2].C([O-])(=O)C. The product is [CH3:43][O:49][N:59]=[CH:57][C:14]1[CH:15]=[CH:16][CH:17]=[C:18]([C:5]2[S:1][C:2]([C:6]3[CH:7]=[N:8][CH:9]=[CH:10][CH:11]=3)=[N:3][CH:4]=2)[N:13]=1. The yield is 0.650. (6) The reactants are C(Cl)(=O)C(Cl)=O.[CH3:7][NH:8][C:9](=O)[CH3:10].N1C(C)=CC=CC=1C.[C:20]([NH:28][NH2:29])(=O)[C:21]1[CH:26]=[CH:25][N:24]=[CH:23][CH:22]=1. The catalyst is C(Cl)Cl. The product is [CH3:7][N:8]1[C:9]([CH3:10])=[N:29][N:28]=[C:20]1[C:21]1[CH:26]=[CH:25][N:24]=[CH:23][CH:22]=1. The yield is 0.440. (7) The reactants are [NH2:1][C:2]1[CH:11]=[C:10]([Cl:12])[CH:9]=[CH:8][C:3]=1[C:4]([O:6]C)=O.[C:13]([C:19]([O:21][CH3:22])=[O:20])#[C:14][C:15]([O:17][CH3:18])=[O:16].CC(C)([O-])C.[K+]. The catalyst is C(O)(C)(C)C. The product is [Cl:12][C:10]1[CH:11]=[C:2]2[C:3]([C:4]([OH:6])=[C:13]([C:19]([O:21][CH3:22])=[O:20])[C:14]([C:15]([O:17][CH3:18])=[O:16])=[N:1]2)=[CH:8][CH:9]=1. The yield is 0.470.